This data is from Forward reaction prediction with 1.9M reactions from USPTO patents (1976-2016). The task is: Predict the product of the given reaction. (1) Given the reactants [NH2:1][C:2]1[CH:3]=[C:4]2[C:8](=[C:9]([F:11])[CH:10]=1)[N:7]([CH2:12][CH:13]1[CH2:15][CH2:14]1)[C:6](=[O:16])[CH2:5]2.[C:17]([O:21][C:22](=[O:28])[NH:23][CH2:24][C@H:25]1[CH2:27][O:26]1)([CH3:20])([CH3:19])[CH3:18].FC(F)(F)S([O-])(=O)=O.[Li+], predict the reaction product. The product is: [C:17]([O:21][C:22](=[O:28])[NH:23][CH2:24][C@H:25]([OH:26])[CH2:27][NH:1][C:2]1[CH:3]=[C:4]2[C:8](=[C:9]([F:11])[CH:10]=1)[N:7]([CH2:12][CH:13]1[CH2:15][CH2:14]1)[C:6](=[O:16])[CH2:5]2)([CH3:19])([CH3:18])[CH3:20]. (2) Given the reactants [Br:1][C:2]1[CH:3]=[C:4]([CH:8]2[CH2:15][CH:14]3[NH:16][CH:10]([CH:11](C(OC)=O)[C:12](=[O:21])[CH:13]3C(OC)=O)[CH2:9]2)[CH:5]=[CH:6][CH:7]=1.[Na+].[Cl-], predict the reaction product. The product is: [Br:1][C:2]1[CH:3]=[C:4]([CH:8]2[CH2:15][CH:14]3[NH:16][CH:10]([CH2:11][C:12](=[O:21])[CH2:13]3)[CH2:9]2)[CH:5]=[CH:6][CH:7]=1. (3) Given the reactants [OH:1][C:2]1[C:3]2[O:15][N:14]=[C:13]([C:16]3[S:17][CH:18]=[CH:19][CH:20]=3)[C:4]=2[CH:5]=[N:6][C:7]=1[C:8]([O:10]CC)=O.[NH2:21][CH2:22][C:23]([OH:25])=[O:24].[O-]CC.[Na+].Cl, predict the reaction product. The product is: [OH:1][C:2]1[C:3]2[O:15][N:14]=[C:13]([C:16]3[S:17][CH:18]=[CH:19][CH:20]=3)[C:4]=2[CH:5]=[N:6][C:7]=1[C:8]([NH:21][CH2:22][C:23]([OH:25])=[O:24])=[O:10]. (4) Given the reactants [C:1]1([NH:7][C:8]([NH:10][C:11]2[CH:16]=[CH:15][C:14]([C:17]3[C:21]([C:22]4[CH:27]=[CH:26][N:25]=[C:24]5[NH:28][CH:29]=[CH:30][C:23]=45)=[CH:20][N:19](CC=C)[N:18]=3)=[CH:13][CH:12]=2)=[O:9])[CH:6]=[CH:5][CH:4]=[CH:3][CH:2]=1.[CH3:34][C:35]([CH3:37])=[O:36].O.C[N+]1([O-])CC[O:43]CC1, predict the reaction product. The product is: [OH:36][CH:35]([CH2:37][OH:43])[CH2:34][N:19]1[CH:20]=[C:21]([C:22]2[CH:27]=[CH:26][N:25]=[C:24]3[NH:28][CH:29]=[CH:30][C:23]=23)[C:17]([C:14]2[CH:15]=[CH:16][C:11]([NH:10][C:8]([NH:7][C:1]3[CH:6]=[CH:5][CH:4]=[CH:3][CH:2]=3)=[O:9])=[CH:12][CH:13]=2)=[N:18]1. (5) Given the reactants [F:1][C:2]1[CH:7]=[CH:6][C:5]([C:8]2[N:16]3[C:11]([CH:12]=[C:13]([CH2:17][N:18]4[CH:22]=[C:21]([C:23]([OH:30])([C:26]([F:29])([F:28])[F:27])[CH2:24][CH3:25])[N:20]=[N:19]4)[CH:14]=[CH:15]3)=[CH:10][C:9]=2[C:31]#[N:32])=[CH:4][CH:3]=1.C([Sn](=O)CCCC)CCC.C[Si]([N:47]=[N+:48]=[N-:49])(C)C, predict the reaction product. The product is: [F:27][C:26]([F:28])([F:29])[C:23]([C:21]1[N:20]=[N:19][N:18]([CH2:17][C:13]2[CH:14]=[CH:15][N:16]3[C:11]([CH:12]=2)=[CH:10][C:9]([C:31]2[N:47]=[N:48][NH:49][N:32]=2)=[C:8]3[C:5]2[CH:4]=[CH:3][C:2]([F:1])=[CH:7][CH:6]=2)[CH:22]=1)([OH:30])[CH2:24][CH3:25]. (6) Given the reactants Br[CH2:2][C:3]1[C:24]([C:25]([F:28])([F:27])[F:26])=[CH:23][C:6]([C:7]([NH:9][CH2:10][C:11]2[CH:16]=[C:15]([Cl:17])[CH:14]=[CH:13][C:12]=2[S:18]([CH2:21][CH3:22])(=[O:20])=[O:19])=[O:8])=[CH:5][C:4]=1[Cl:29].[O:30]1[CH2:36][CH2:35][NH:34][CH2:33][CH2:32][N:31]1[C:37]([O:39][C:40]([CH3:43])([CH3:42])[CH3:41])=[O:38], predict the reaction product. The product is: [Cl:29][C:4]1[CH:5]=[C:6]([C:7](=[O:8])[NH:9][CH2:10][C:11]2[CH:16]=[C:15]([Cl:17])[CH:14]=[CH:13][C:12]=2[S:18]([CH2:21][CH3:22])(=[O:19])=[O:20])[CH:23]=[C:24]([C:25]([F:28])([F:27])[F:26])[C:3]=1[CH2:2][N:34]1[CH2:35][CH2:36][O:30][N:31]([C:37]([O:39][C:40]([CH3:43])([CH3:42])[CH3:41])=[O:38])[CH2:32][CH2:33]1. (7) Given the reactants [CH:1]1([C:6]2[CH:11]=[C:10]([C:12]3[N:16]=[C:15]([C:17]4[CH:22]=[C:21]([CH3:23])[C:20]([O:24][CH2:25][C@@H:26]5[CH2:28][O:27]5)=[C:19]([CH2:29][CH3:30])[CH:18]=4)[O:14][N:13]=3)[CH:9]=[C:8]([O:31][CH3:32])[N:7]=2)[CH2:5][CH2:4][CH2:3][CH2:2]1.[NH3:33], predict the reaction product. The product is: [NH2:33][CH2:28][C@H:26]([OH:27])[CH2:25][O:24][C:20]1[C:21]([CH3:23])=[CH:22][C:17]([C:15]2[O:14][N:13]=[C:12]([C:10]3[CH:9]=[C:8]([O:31][CH3:32])[N:7]=[C:6]([CH:1]4[CH2:2][CH2:3][CH2:4][CH2:5]4)[CH:11]=3)[N:16]=2)=[CH:18][C:19]=1[CH2:29][CH3:30]. (8) Given the reactants C(OC(=O)[NH:7][CH2:8][C:9]1[C:10]([O:20]C)=[N:11][C:12]([CH3:19])=[CH:13][C:14]=1[O:15][CH:16]([F:18])[F:17])(C)(C)C, predict the reaction product. The product is: [NH2:7][CH2:8][C:9]1[C:10](=[O:20])[NH:11][C:12]([CH3:19])=[CH:13][C:14]=1[O:15][CH:16]([F:17])[F:18]. (9) Given the reactants [CH3:1][C:2]([O:5][C:6]([N:8]1[CH2:14][CH2:13][C:12]2[CH:15]=[CH:16][C:17]([CH2:19][C:20]3[N:21]=[CH:22][C:23]([C:26]([OH:28])=O)=[N:24][CH:25]=3)=[CH:18][C:11]=2[CH2:10][CH2:9]1)=[O:7])([CH3:4])[CH3:3].[NH3:29], predict the reaction product. The product is: [NH2:29][C:26]([C:23]1[N:24]=[CH:25][C:20]([CH2:19][C:17]2[CH:16]=[CH:15][C:12]3[CH2:13][CH2:14][N:8]([C:6]([O:5][C:2]([CH3:3])([CH3:4])[CH3:1])=[O:7])[CH2:9][CH2:10][C:11]=3[CH:18]=2)=[N:21][CH:22]=1)=[O:28]. (10) Given the reactants BrBr.[OH-].[Na+].[C:5]([C@H:8]1CC[CH2:10][C@H:9]1C(O)=O)(=O)[NH2:6].Cl.[C:17]([OH:20])(=[O:19])[CH3:18], predict the reaction product. The product is: [NH2:6][C@H:5]1[CH2:8][CH2:9][CH2:10][C@H:18]1[C:17]([OH:20])=[O:19].